Dataset: Cav3 T-type calcium channel HTS with 100,875 compounds. Task: Binary Classification. Given a drug SMILES string, predict its activity (active/inactive) in a high-throughput screening assay against a specified biological target. (1) The molecule is [O-][N+](=O)c1cc(c2nn(nn2)C23CC4CC(C2)CC(C3)C4)ccc1. The result is 0 (inactive). (2) The drug is O1N(C(C2C1C(=O)N(C2=O)c1ccc(OCCC)cc1)CCC)c1ccccc1. The result is 0 (inactive). (3) The result is 0 (inactive). The drug is OC1(CCCCC1)\C(=N\O)CCc1ccc(OC)cc1. (4) The molecule is O=C(N1C2CC(CC(C2)(C)C)(C1)C)CN1C(=O)c2c(C1=O)cccc2. The result is 0 (inactive). (5) The compound is Clc1c(cc(n2cnnc2)cc1)C(=O)NCCOc1cc(Oc2ccccc2)ccc1. The result is 0 (inactive). (6) The drug is S(c1n(nnn1)c1cc2OCCOc2cc1)CC(=O)NC. The result is 0 (inactive).